Dataset: Forward reaction prediction with 1.9M reactions from USPTO patents (1976-2016). Task: Predict the product of the given reaction. (1) Given the reactants IC.[CH2:3]([C:10]1[CH:15]=[C:14]([Br:16])[CH:13]=[CH:12][C:11]=1[OH:17])[C:4]1[CH:9]=[CH:8][CH:7]=[CH:6][CH:5]=1.[C:18]([O-])([O-])=O.[K+].[K+].N, predict the reaction product. The product is: [CH2:3]([C:10]1[CH:15]=[C:14]([Br:16])[CH:13]=[CH:12][C:11]=1[O:17][CH3:18])[C:4]1[CH:5]=[CH:6][CH:7]=[CH:8][CH:9]=1. (2) The product is: [CH:1]1([N:7]2[C:12]([OH:13])=[C:11]([C:31]([NH:30][CH2:33][C:34]([OH:36])=[O:35])=[O:32])[C:10](=[O:14])[N:9]([CH2:15][CH2:16][CH:17]3[CH2:18][CH2:19]3)[C:8]2=[O:20])[CH2:2][CH2:3][CH2:4][CH2:5][CH2:6]1. Given the reactants [CH:1]1([N:7]2[C:12](=[O:13])[CH2:11][C:10](=[O:14])[N:9]([CH2:15][CH2:16][CH:17]3[CH2:19][CH2:18]3)[C:8]2=[O:20])[CH2:6][CH2:5][CH2:4][CH2:3][CH2:2]1.C(N(C(C)C)CC)(C)C.[N:30]([CH2:33][C:34]([O:36]CC)=[O:35])=[C:31]=[O:32], predict the reaction product. (3) Given the reactants [CH2:1]([N:8]1[CH2:13][CH2:12][CH:11]([CH2:14][CH2:15][NH2:16])[CH2:10][CH2:9]1)[C:2]1[CH:7]=[CH:6][CH:5]=[CH:4][CH:3]=1.[CH3:17][C:18]1[NH:19][C:20]([CH3:25])=[C:21]([CH:23]=O)[N:22]=1.[C:26](O)(=[O:28])C.C(O[BH-](OC(=O)C)OC(=O)C)(=O)C.[Na+], predict the reaction product. The product is: [CH2:1]([N:8]1[CH2:13][CH2:12][CH:11]([CH2:14][CH2:15][N:16]2[CH2:25][C:20]3=[C:21]([CH3:23])[N:22]=[C:18]([CH3:17])[N:19]3[C:26]2=[O:28])[CH2:10][CH2:9]1)[C:2]1[CH:7]=[CH:6][CH:5]=[CH:4][CH:3]=1. (4) Given the reactants [C:1]([C:3]1[C:4]([I:14])=[C:5]([C:10]([O:12]C)=[O:11])[S:6][C:7]=1[S:8][CH3:9])#[N:2].[OH-].[Na+], predict the reaction product. The product is: [C:1]([C:3]1[C:4]([I:14])=[C:5]([C:10]([OH:12])=[O:11])[S:6][C:7]=1[S:8][CH3:9])#[N:2]. (5) The product is: [CH3:13][O:1][C:2]1[CH:11]=[C:10]2[C:5]([CH2:6][CH2:7][C:8](=[O:12])[NH:9]2)=[CH:4][CH:3]=1. Given the reactants [OH:1][C:2]1[CH:11]=[C:10]2[C:5]([CH2:6][CH2:7][C:8](=[O:12])[NH:9]2)=[CH:4][CH:3]=1.[CH2:13](N(CC)CC)C, predict the reaction product. (6) Given the reactants CS([O:5][CH2:6][CH2:7][CH2:8][C:9]1([OH:12])[CH2:11][CH2:10]1)(=O)=O.O[C:14]1[CH:23]=[C:22]2[C:17]([C:18]([O:24][C:25]3[CH:30]=[CH:29][C:28]([N:31]([C:40]4[CH:45]=[CH:44][CH:43]=[CH:42][CH:41]=4)[C:32]([C:34]4([C:37]([NH2:39])=[O:38])[CH2:36][CH2:35]4)=[O:33])=[CH:27][C:26]=3[F:46])=[CH:19][CH:20]=[N:21]2)=[CH:16][CH:15]=1.C(=O)([O-])[O-].[Cs+].[Cs+], predict the reaction product. The product is: [OH:12][C:9]1([CH2:8][CH2:7][CH2:6][O:5][C:14]2[CH:23]=[C:22]3[C:17]([C:18]([O:24][C:25]4[CH:30]=[CH:29][C:28]([N:31]([C:40]5[CH:45]=[CH:44][CH:43]=[CH:42][CH:41]=5)[C:32]([C:34]5([C:37]([NH2:39])=[O:38])[CH2:35][CH2:36]5)=[O:33])=[CH:27][C:26]=4[F:46])=[CH:19][CH:20]=[N:21]3)=[CH:16][CH:15]=2)[CH2:11][CH2:10]1. (7) Given the reactants CO[C:3](=[O:21])[C:4]1[CH:9]=[C:8]([C:10]2[N:11]([CH2:15][CH3:16])[N:12]=[CH:13][CH:14]=2)[C:7]([CH:17]([F:19])[F:18])=[CH:6][C:5]=1[NH2:20].ClC(Cl)(O[C:26](=[O:32])OC(Cl)(Cl)Cl)Cl.C(N(CC)CC)C.[CH3:41][S:42]([NH:45][NH2:46])(=[O:44])=[O:43].[OH-].[Na+], predict the reaction product. The product is: [F:19][CH:17]([F:18])[C:7]1[CH:6]=[C:5]2[C:4]([C:3](=[O:21])[N:46]([NH:45][S:42]([CH3:41])(=[O:44])=[O:43])[C:26](=[O:32])[NH:20]2)=[CH:9][C:8]=1[C:10]1[N:11]([CH2:15][CH3:16])[N:12]=[CH:13][CH:14]=1. (8) The product is: [CH:47]([NH:46][C:28]1[N:27]2[CH:50]=[C:24]([CH3:23])[N:25]=[C:26]2[N:31]=[C:30]([C:32]2[CH:39]=[CH:38][C:35]([CH2:36][N:1]3[CH2:4][CH:3]([C:5]4[N:6]=[C:7]([C:10]5[CH:15]=[CH:14][CH:13]=[CH:12][N:11]=5)[NH:8][N:9]=4)[CH2:2]3)=[CH:34][CH:33]=2)[C:29]=1[C:40]1[CH:41]=[CH:42][CH:43]=[CH:44][CH:45]=1)([CH3:49])[CH3:48]. Given the reactants [NH:1]1[CH2:4][CH:3]([C:5]2[NH:9][N:8]=[C:7]([C:10]3[CH:15]=[CH:14][CH:13]=[CH:12][N:11]=3)[N:6]=2)[CH2:2]1.C(N(CC)CC)C.[CH3:23][C:24]1[N:25]=[C:26]2[N:31]=[C:30]([C:32]3[CH:39]=[CH:38][C:35]([CH:36]=O)=[CH:34][CH:33]=3)[C:29]([C:40]3[CH:45]=[CH:44][CH:43]=[CH:42][CH:41]=3)=[C:28]([NH:46][CH:47]([CH3:49])[CH3:48])[N:27]2[CH:50]=1.C(O)(=O)C.[BH-](OC(C)=O)(OC(C)=O)OC(C)=O.[Na+], predict the reaction product.